This data is from Forward reaction prediction with 1.9M reactions from USPTO patents (1976-2016). The task is: Predict the product of the given reaction. (1) Given the reactants C([N:8]1[CH2:12][CH2:11][C@@H:10]([O:13][Si:14]([C:27]([CH3:30])([CH3:29])[CH3:28])([C:21]2[CH:26]=[CH:25][CH:24]=[CH:23][CH:22]=2)[C:15]2[CH:20]=[CH:19][CH:18]=[CH:17][CH:16]=2)[CH2:9]1)C1C=CC=CC=1.[ClH:31].[H][H], predict the reaction product. The product is: [ClH:31].[C:27]([Si:14]([C:15]1[CH:20]=[CH:19][CH:18]=[CH:17][CH:16]=1)([C:21]1[CH:22]=[CH:23][CH:24]=[CH:25][CH:26]=1)[O:13][C@@H:10]1[CH2:11][CH2:12][NH:8][CH2:9]1)([CH3:30])([CH3:28])[CH3:29]. (2) Given the reactants [CH3:1][O:2][C:3]1[CH:4]=[C:5]2[C:10](=[CH:11][C:12]=1[O:13][CH3:14])[N:9]=[CH:8][CH:7]=[C:6]2[O:15][C:16]1[CH:21]=[CH:20][C:19]([CH2:22][C:23](O)=[O:24])=[CH:18][CH:17]=1.[NH2:26][C:27]1[N:31]([CH2:32][C:33]2[CH:38]=[CH:37][C:36]([O:39][CH3:40])=[C:35]([O:41][CH3:42])[CH:34]=2)[N:30]=[C:29]([N:43]([C:45]([O:47][C:48]([CH3:51])([CH3:50])[CH3:49])=[O:46])[CH3:44])[CH:28]=1, predict the reaction product. The product is: [C:48]([O:47][C:45]([N:43]([C:29]1[CH:28]=[C:27]([NH:26][C:23](=[O:24])[CH2:22][C:19]2[CH:18]=[CH:17][C:16]([O:15][C:6]3[C:5]4[C:10](=[CH:11][C:12]([O:13][CH3:14])=[C:3]([O:2][CH3:1])[CH:4]=4)[N:9]=[CH:8][CH:7]=3)=[CH:21][CH:20]=2)[N:31]([CH2:32][C:33]2[CH:38]=[CH:37][C:36]([O:39][CH3:40])=[C:35]([O:41][CH3:42])[CH:34]=2)[N:30]=1)[CH3:44])=[O:46])([CH3:51])([CH3:50])[CH3:49]. (3) Given the reactants Br[C:2]1[CH:3]=[N+:4]([O-:11])[CH:5]=[CH:6][C:7]=1[N+:8]([O-:10])=[O:9].[O:12]1[CH2:15][CH:14]([N:16]2[CH2:21][CH2:20][NH:19][CH2:18][CH2:17]2)[CH2:13]1, predict the reaction product. The product is: [N+:8]([C:7]1[CH:6]=[CH:5][N+:4]([O-:11])=[CH:3][C:2]=1[N:19]1[CH2:20][CH2:21][N:16]([CH:14]2[CH2:15][O:12][CH2:13]2)[CH2:17][CH2:18]1)([O-:10])=[O:9]. (4) Given the reactants [F:1][C:2]1[CH:7]=[CH:6][CH:5]=[C:4]([F:8])[C:3]=1[N:9]1[C:14]2[N:15]=[C:16](S(C)(=O)=O)[N:17]=[C:18]([C:19]3[CH:20]=[C:21]([CH:29]=[CH:30][C:31]=3[CH3:32])[C:22]([N:24]([CH2:27][CH3:28])[CH2:25][CH3:26])=[O:23])[C:13]=2[CH2:12][NH:11][C:10]1=[O:37].[CH3:38][N:39]1[CH2:44][CH2:43][CH:42]([NH2:45])[CH2:41][CH2:40]1, predict the reaction product. The product is: [F:1][C:2]1[CH:7]=[CH:6][CH:5]=[C:4]([F:8])[C:3]=1[N:9]1[C:14]2[N:15]=[C:16]([NH:45][CH:42]3[CH2:43][CH2:44][N:39]([CH3:38])[CH2:40][CH2:41]3)[N:17]=[C:18]([C:19]3[CH:20]=[C:21]([CH:29]=[CH:30][C:31]=3[CH3:32])[C:22]([N:24]([CH2:27][CH3:28])[CH2:25][CH3:26])=[O:23])[C:13]=2[CH2:12][NH:11][C:10]1=[O:37]. (5) Given the reactants [Cl:1][C:2]1[CH:7]=[CH:6][C:5]([S:8]([C:11](=[C:14](SC)[NH:15][C:16]2[CH:17]=[N:18][CH:19]=[CH:20][CH:21]=2)[C:12]#[N:13])(=[O:10])=[O:9])=[CH:4][CH:3]=1.[CH3:24][CH:25]([NH2:30])[C:26]([CH3:29])([CH3:28])[CH3:27], predict the reaction product. The product is: [Cl:1][C:2]1[CH:7]=[CH:6][C:5]([S:8]([C:11](=[C:14]([NH:15][C:16]2[CH:17]=[N:18][CH:19]=[CH:20][CH:21]=2)[NH:30][CH:25]([CH3:24])[C:26]([CH3:29])([CH3:28])[CH3:27])[C:12]#[N:13])(=[O:10])=[O:9])=[CH:4][CH:3]=1. (6) Given the reactants Br[C:2]1[N:11](S(C2C=CC(C)=CC=2)(=O)=O)[C:5]2=[N:6][CH:7]=[CH:8][C:9]([Cl:10])=[C:4]2[N:3]=1.CC1(C)C(C)(C)OB([C:30]2[CH:38]=[CH:37][C:33]([C:34]([OH:36])=[O:35])=[CH:32][CH:31]=2)O1.C(=O)([O-])[O-].[K+].[K+].O1CCOCC1.O.N#N.ClCCl, predict the reaction product. The product is: [Cl:10][C:9]1[CH:8]=[CH:7][N:6]=[C:5]2[NH:11][C:2]([C:30]3[CH:38]=[CH:37][C:33]([C:34]([OH:36])=[O:35])=[CH:32][CH:31]=3)=[N:3][C:4]=12.